Dataset: Full USPTO retrosynthesis dataset with 1.9M reactions from patents (1976-2016). Task: Predict the reactants needed to synthesize the given product. (1) Given the product [O:4]1[C:12]2[CH:11]=[CH:10][N:9]=[C:8]([N:13]3[CH2:18][CH2:17][N:16]([CH2:19][CH2:20][C@H:21]4[CH2:26][CH2:25][C@H:24]([NH:27][C:29](=[O:28])[CH2:30][OH:31])[CH2:23][CH2:22]4)[CH2:15][CH2:14]3)[C:7]=2[CH2:6][CH2:5]1, predict the reactants needed to synthesize it. The reactants are: Cl.Cl.Cl.[O:4]1[C:12]2[CH:11]=[CH:10][N:9]=[C:8]([N:13]3[CH2:18][CH2:17][N:16]([CH2:19][CH2:20][C@H:21]4[CH2:26][CH2:25][C@H:24]([NH2:27])[CH2:23][CH2:22]4)[CH2:15][CH2:14]3)[C:7]=2[CH2:6][CH2:5]1.[OH:28][CH2:29][C:30](O)=[O:31]. (2) Given the product [CH2:1]([O:8][C:9]([N:11]1[CH2:15][CH:14]([O:16][CH3:17])[C:13]([CH3:23])([C:18]([OH:20])=[O:19])[CH2:12]1)=[O:10])[C:2]1[CH:7]=[CH:6][CH:5]=[CH:4][CH:3]=1, predict the reactants needed to synthesize it. The reactants are: [CH2:1]([O:8][C:9]([N:11]1[CH2:15][CH:14]([O:16][CH3:17])[C:13]([CH3:23])([C:18]([O:20]CC)=[O:19])[CH2:12]1)=[O:10])[C:2]1[CH:7]=[CH:6][CH:5]=[CH:4][CH:3]=1.[OH-].[Na+].O. (3) Given the product [F:1][C:2]1[CH:3]=[CH:4][C:5]([O:9][CH:10]([CH3:12])[CH3:11])=[C:6]([N:8]=[C:20]=[S:23])[CH:7]=1, predict the reactants needed to synthesize it. The reactants are: [F:1][C:2]1[CH:3]=[CH:4][C:5]([O:9][CH:10]([CH3:12])[CH3:11])=[C:6]([NH2:8])[CH:7]=1.C(OC1C=C[C:20]([S:23](N)(=O)=O)=CC=1N=C=S)(C)C. (4) Given the product [OH:34][C:23]1[C:22](=[O:21])[N:11]([C:12]2[N:13]=[N:14][C:15]([CH3:18])=[CH:16][CH:17]=2)[CH:5]([C:4]2[CH:7]=[CH:8][CH:9]=[CH:10][C:3]=2[O:2][CH3:1])[C:24]=1[C:25](=[O:33])[C:26]1[CH:31]=[CH:30][C:29]([CH3:32])=[CH:28][CH:27]=1, predict the reactants needed to synthesize it. The reactants are: [CH3:1][O:2][C:3]1[CH:10]=[CH:9][CH:8]=[CH:7][C:4]=1[CH:5]=O.[NH2:11][C:12]1[N:13]=[N:14][C:15]([CH3:18])=[CH:16][CH:17]=1.C([O:21][C:22](=O)[C:23]([OH:34])=[CH:24][C:25](=[O:33])[C:26]1[CH:31]=[CH:30][C:29]([CH3:32])=[CH:28][CH:27]=1)C. (5) Given the product [OH:8][C:9]1[CH:18]=[C:17]2[C:12]([C:13](=[O:27])[N:14]([CH2:19][O:20][C:21](=[O:26])[C:22]([CH3:23])([CH3:24])[CH3:25])[CH:15]=[N:16]2)=[CH:11][C:10]=1[O:28][CH3:29], predict the reactants needed to synthesize it. The reactants are: C([O:8][C:9]1[CH:18]=[C:17]2[C:12]([C:13](=[O:27])[N:14]([CH2:19][O:20][C:21](=[O:26])[C:22]([CH3:25])([CH3:24])[CH3:23])[CH:15]=[N:16]2)=[CH:11][C:10]=1[O:28][CH3:29])C1C=CC=CC=1. (6) Given the product [CH:10]12[O:15][CH:13]([CH2:12][CH2:11]1)[CH2:14][N:8]([C:6]1[CH:5]=[C:4]([CH2:16][S:17]([CH3:20])(=[O:19])=[O:18])[N:3]=[C:2]([C:25]3[CH:26]=[CH:27][C:22]([NH2:21])=[CH:23][CH:24]=3)[N:7]=1)[CH2:9]2, predict the reactants needed to synthesize it. The reactants are: Cl[C:2]1[N:7]=[C:6]([N:8]2[CH2:14][CH:13]3[O:15][CH:10]([CH2:11][CH2:12]3)[CH2:9]2)[CH:5]=[C:4]([CH2:16][S:17]([CH3:20])(=[O:19])=[O:18])[N:3]=1.[NH2:21][C:22]1[CH:27]=[CH:26][C:25](B2OC(C)(C)C(C)(C)O2)=[CH:24][CH:23]=1. (7) Given the product [CH2:3]([N:5]1[CH:9]=[C:8]([C:10]2[CH:33]=[CH:32][C:13]3[N:14]([C:17]4[CH:18]=[C:19]([CH:20]=[C:21]([N:23]5[CH:27]=[CH:26][CH:25]=[CH:24]5)[CH:22]=4)[NH2:28])[CH:15]=[N:16][C:12]=3[CH:11]=2)[CH:7]=[N:6]1)[CH3:4], predict the reactants needed to synthesize it. The reactants are: [OH-].[Na+].[CH2:3]([N:5]1[CH:9]=[C:8]([C:10]2[CH:33]=[CH:32][C:13]3[N:14]([C:17]4[CH:18]=[C:19]([NH:28]C(=O)C)[CH:20]=[C:21]([N:23]5[CH:27]=[CH:26][CH:25]=[CH:24]5)[CH:22]=4)[CH:15]=[N:16][C:12]=3[CH:11]=2)[CH:7]=[N:6]1)[CH3:4]. (8) Given the product [N:1]1([C:9]2[N:14]=[C:13]([CH3:15])[C:12]([CH:16]([CH2:21][CH2:22][CH3:23])[C:17]([O:19][CH3:20])=[O:18])=[C:11]([C:24]3[CH:29]=[CH:28][C:27]([CH3:30])=[CH:26][CH:25]=3)[N:10]=2)[CH2:7][CH2:6][CH2:5][CH2:4][CH2:3][CH2:2]1, predict the reactants needed to synthesize it. The reactants are: [NH:1]1[CH2:7][CH2:6][CH2:5][CH2:4][CH2:3][CH2:2]1.Cl[C:9]1[N:14]=[C:13]([CH3:15])[C:12]([CH:16]([CH2:21][CH2:22][CH3:23])[C:17]([O:19][CH3:20])=[O:18])=[C:11]([C:24]2[CH:29]=[CH:28][C:27]([CH3:30])=[CH:26][CH:25]=2)[N:10]=1. (9) The reactants are: [N:1]1[C:9]2[CH:8]=[CH:7][N:6]=[CH:5][C:4]=2[S:3][C:2]=1[C:10]([O:12]CC)=[O:11].[OH-].[Na+:16]. Given the product [N:1]1[C:9]2[CH:8]=[CH:7][N:6]=[CH:5][C:4]=2[S:3][C:2]=1[C:10]([O-:12])=[O:11].[Na+:16], predict the reactants needed to synthesize it. (10) Given the product [O:18]1[CH2:19][CH2:20][N:1]([C:2]2[CH:14]=[CH:13][C:5]3[O:6][CH2:7][CH2:8][NH:9][C:4]=3[CH:3]=2)[CH2:16][CH2:17]1, predict the reactants needed to synthesize it. The reactants are: [NH2:1][C:2]1[CH:14]=[CH:13][C:5]2[O:6][CH2:7][CH2:8][N:9](C(=O)C)[C:4]=2[CH:3]=1.Br[CH2:16][CH2:17][O:18][CH2:19][CH2:20]Br.C([O-])([O-])=O.[Na+].[Na+].[OH-].[K+].